This data is from Reaction yield outcomes from USPTO patents with 853,638 reactions. The task is: Predict the reaction yield, written as a fraction of the theoretical maximum amount of product (1.0 means a 100% yield; for example, 0.34 means a 34% yield). The reactants are [Cl-].[CH3:2][O:3][C:4](=[O:14])[C:5]1[CH:13]=[CH:12][C:8]([C:9]([OH:11])=O)=[CH:7][CH:6]=1.[Cl-].[Cl-].[Cl-].[Al+3].[CH2:19]([O:27][C:28]1[CH:33]=[CH:32][CH:31]=[C:30]([O:34][CH2:35][CH2:36][CH2:37][CH2:38][CH2:39][CH2:40][CH2:41][CH3:42])[C:29]=1[O:43][CH2:44][CH2:45][CH2:46][CH2:47][CH2:48][CH2:49][CH2:50][CH3:51])[CH2:20][CH2:21][CH2:22][CH2:23][CH2:24][CH2:25][CH3:26]. The catalyst is C(Cl)Cl. The product is [CH2:35]([O:34][C:30]1[CH:31]=[C:32]([CH:33]=[C:28]([O:27][CH2:19][CH2:20][CH2:21][CH2:22][CH2:23][CH2:24][CH2:25][CH3:26])[C:29]=1[O:43][CH2:44][CH2:45][CH2:46][CH2:47][CH2:48][CH2:49][CH2:50][CH3:51])[C:9]([C:8]1[CH:7]=[CH:6][C:5]([C:4]([O:3][CH3:2])=[O:14])=[CH:13][CH:12]=1)=[O:11])[CH2:36][CH2:37][CH2:38][CH2:39][CH2:40][CH2:41][CH3:42]. The yield is 0.500.